From a dataset of Catalyst prediction with 721,799 reactions and 888 catalyst types from USPTO. Predict which catalyst facilitates the given reaction. (1) Reactant: C([O:8][C:9](=O)[CH:10]([NH:30]C(OC(C)(C)C)=O)[CH2:11][C:12]1[C:20]2[C:15](=[CH:16][CH:17]=[CH:18][CH:19]=2)[N:14]([CH2:21][C:22]2[CH:27]=[CH:26][C:25]([C:28]#[N:29])=[CH:24][CH:23]=2)[CH:13]=1)C1C=CC=CC=1.[OH-:39].[Na+].CCN=C=N[CH2:46][CH2:47][CH2:48]N(C)C.Cl.[C:53]([O:72][NH2:73])([C:66]1[CH:71]=[CH:70][CH:69]=[CH:68][CH:67]=1)([C:60]1[CH:65]=[CH:64][CH:63]=[CH:62][CH:61]=1)[C:54]1[CH:59]=[CH:58][CH:57]=[CH:56][CH:55]=1.[CH2:74]1COCC1. Product: [C:47]([O:39][NH:30][CH:10]([CH2:11][C:12]1[C:20]2[C:15](=[CH:16][CH:17]=[CH:18][CH:19]=2)[N:14]([CH2:21][C:22]2[CH:23]=[CH:24][C:25]([C:28]#[N:29])=[CH:26][CH:27]=2)[CH:13]=1)[C:9]([NH:73][O:72][C:53]([C:60]1[CH:65]=[CH:64][CH:63]=[CH:62][CH:61]=1)([C:66]1[CH:67]=[CH:68][CH:69]=[CH:70][CH:71]=1)[C:54]1[CH:59]=[CH:58][CH:57]=[CH:56][CH:55]=1)=[O:8])([CH3:48])([CH3:74])[CH3:46]. The catalyst class is: 254. (2) Reactant: [NH2:1][C:2]1[C:11]([F:12])=[C:10](F)[C:9]([O:14][CH3:15])=[C:8]2[C:3]=1[C:4](=[O:19])[C:5]([C:16]([OH:18])=[O:17])=[CH:6][NH:7]2.[N:20]1[CH:25]=[CH:24][CH:23]=[CH:22][C:21]=1[NH:26][CH2:27][CH2:28][NH2:29].C(N(CC)CC)C. Product: [NH2:1][C:2]1[C:11]([F:12])=[C:10]([NH:29][CH2:28][CH2:27][NH:26][C:21]2[CH:22]=[CH:23][CH:24]=[CH:25][N:20]=2)[C:9]([O:14][CH3:15])=[C:8]2[C:3]=1[C:4](=[O:19])[C:5]([C:16]([OH:18])=[O:17])=[CH:6][NH:7]2. The catalyst class is: 16. (3) Reactant: [NH2:1][CH:2]1[CH2:11][CH2:10][C:9]2[CH:8]=[C:7]([C:12]([O:14][CH3:15])=[O:13])[CH:6]=[CH:5][C:4]=2[CH2:3]1.[Cl:16][C:17]1[CH:24]=[CH:23][C:20]([CH:21]=O)=[CH:19][CH:18]=1.C(O)(=O)C.C([BH3-])#N.[Na+].C(=O)(O)[O-].[Na+]. Product: [Cl:16][C:17]1[CH:24]=[CH:23][C:20]([CH2:21][NH:1][CH:2]2[CH2:11][CH2:10][C:9]3[CH:8]=[C:7]([C:12]([O:14][CH3:15])=[O:13])[CH:6]=[CH:5][C:4]=3[CH2:3]2)=[CH:19][CH:18]=1. The catalyst class is: 5. (4) Reactant: [CH2:1]([O:8][C:9]([NH:11][C@@H:12]([CH2:23][C:24]1[C:32]2[C:27](=[CH:28][CH:29]=[CH:30][CH:31]=2)[NH:26][CH:25]=1)[C:13]([O:15][CH2:16][C:17]1[CH:22]=[CH:21][CH:20]=[CH:19][CH:18]=1)=[O:14])=[O:10])[C:2]1[CH:7]=[CH:6][CH:5]=[CH:4][CH:3]=1.C([O-])([O-])=O.[Na+].[Na+].C(Cl)Cl. The catalyst class is: 67. Product: [N:11]1([C:9]([O:8][CH2:1][C:2]2[CH:7]=[CH:6][CH:5]=[CH:4][CH:3]=2)=[O:10])[C@H:25]2[NH:26][C:27]3[C:32]([C@H:24]2[CH2:23][C@H:12]1[C:13]([O:15][CH2:16][C:17]1[CH:18]=[CH:19][CH:20]=[CH:21][CH:22]=1)=[O:14])=[CH:31][CH:30]=[CH:29][CH:28]=3.